From a dataset of Forward reaction prediction with 1.9M reactions from USPTO patents (1976-2016). Predict the product of the given reaction. (1) Given the reactants [H-].[Na+].[Cl:3][C:4]1[CH:9]=[C:8]([O:10][CH3:11])[CH:7]=[CH:6][C:5]=1[CH2:12][C:13]([C:15]1[CH:26]=[CH:25][C:18]2[N:19]([CH3:24])[C:20](=[O:23])[N:21]([CH3:22])[C:17]=2[CH:16]=1)=[O:14].[CH3:27]I.O, predict the reaction product. The product is: [Cl:3][C:4]1[CH:9]=[C:8]([O:10][CH3:11])[CH:7]=[CH:6][C:5]=1[CH:12]([CH3:27])[C:13]([C:15]1[CH:26]=[CH:25][C:18]2[N:19]([CH3:24])[C:20](=[O:23])[N:21]([CH3:22])[C:17]=2[CH:16]=1)=[O:14]. (2) Given the reactants [CH:1]1([CH2:4][C@H:5]([N:18]2[CH2:26][C:25]3[C:20](=[CH:21][CH:22]=[C:23]([C:27]4[N:31]([CH3:32])[N:30]=[CH:29][CH:28]=4)[CH:24]=3)[C:19]2=[O:33])[CH2:6][N:7]2C(=O)C3C(=CC=CC=3)C2=O)[CH2:3][CH2:2]1.NN, predict the reaction product. The product is: [NH2:7][CH2:6][C@@H:5]([N:18]1[CH2:26][C:25]2[C:20](=[CH:21][CH:22]=[C:23]([C:27]3[N:31]([CH3:32])[N:30]=[CH:29][CH:28]=3)[CH:24]=2)[C:19]1=[O:33])[CH2:4][CH:1]1[CH2:2][CH2:3]1. (3) Given the reactants [Cl:1][C:2]1[CH:3]=[C:4](/[CH:9]=[CH:10]/[C:11](O)=[O:12])[CH:5]=[CH:6][C:7]=1[Cl:8].[H-].[Al+3].[Li+].[H-].[H-].[H-].O, predict the reaction product. The product is: [Cl:1][C:2]1[CH:3]=[C:4]([CH2:9][CH2:10][CH2:11][OH:12])[CH:5]=[CH:6][C:7]=1[Cl:8]. (4) Given the reactants C(O)C.[Cl-].[NH4+].[CH3:6][C:7]1[CH:12]=[C:11]([CH3:13])[CH:10]=[CH:9][C:8]=1[N:14]1[CH2:19][CH2:18][N:17]([C:20]([C:22]2[CH:27]=[CH:26][C:25]([N+:28]([O-])=O)=[CH:24][C:23]=2[CH3:31])=[O:21])[CH2:16][CH2:15]1, predict the reaction product. The product is: [NH2:28][C:25]1[CH:26]=[CH:27][C:22]([C:20]([N:17]2[CH2:16][CH2:15][N:14]([C:8]3[CH:9]=[CH:10][C:11]([CH3:13])=[CH:12][C:7]=3[CH3:6])[CH2:19][CH2:18]2)=[O:21])=[C:23]([CH3:31])[CH:24]=1. (5) Given the reactants [C:1]([C:3]1[C:8]([N:9]2[CH2:14][CH2:13][N:12]([C:15](=[O:21])[CH2:16][C:17]([O:19]C)=O)[C@H:11]([CH:22]3[CH2:24][CH2:23]3)[CH2:10]2)=[N:7][C:6]([CH:25]2[CH2:27][CH2:26]2)=[C:5]2[CH2:28][O:29][C:30]([CH3:33])([CH3:32])[CH2:31][C:4]=12)#[N:2].[NH3:34].[CH3:35]O, predict the reaction product. The product is: [C:1]([C:3]1[C:8]([N:9]2[CH2:14][CH2:13][N:12]([C:15](=[O:21])[CH2:16][C:17]([NH:34][CH3:35])=[O:19])[C@H:11]([CH:22]([CH3:23])[CH3:24])[CH2:10]2)=[N:7][C:6]([CH:25]2[CH2:26][CH2:27]2)=[C:5]2[CH2:28][O:29][C:30]([CH3:33])([CH3:32])[CH2:31][C:4]=12)#[N:2]. (6) Given the reactants C(OC(=O)[NH:7][C@H:8]1[CH2:13][CH2:12][C@H:11]([CH2:14][N:15]2[C:19]([CH2:20][CH3:21])=[CH:18][C:17]([CH2:22][CH3:23])=[N:16]2)[CH2:10][CH2:9]1)(C)(C)C.[ClH:25].O1CCOCC1, predict the reaction product. The product is: [ClH:25].[CH2:22]([C:17]1[CH:18]=[C:19]([CH2:20][CH3:21])[N:15]([CH2:14][C@H:11]2[CH2:10][CH2:9][C@H:8]([NH2:7])[CH2:13][CH2:12]2)[N:16]=1)[CH3:23].